From a dataset of Reaction yield outcomes from USPTO patents with 853,638 reactions. Predict the reaction yield, written as a fraction of the theoretical maximum amount of product (1.0 means a 100% yield; for example, 0.34 means a 34% yield). The reactants are [CH3:1][C:2]1[CH:3]=[C:4]([CH:7]=[CH:8][C:9]=1[OH:10])[CH:5]=O.C(O)(=O)[CH2:12][C:13]([OH:15])=[O:14].N1CCCCC1.Cl. The catalyst is O.N1C=CC=CC=1. The product is [CH3:1][C:2]1[CH:3]=[C:4]([CH:7]=[CH:8][C:9]=1[OH:10])[CH:5]=[CH:12][C:13]([OH:15])=[O:14]. The yield is 0.840.